From a dataset of NCI-60 drug combinations with 297,098 pairs across 59 cell lines. Regression. Given two drug SMILES strings and cell line genomic features, predict the synergy score measuring deviation from expected non-interaction effect. Drug 1: CCC1=CC2CC(C3=C(CN(C2)C1)C4=CC=CC=C4N3)(C5=C(C=C6C(=C5)C78CCN9C7C(C=CC9)(C(C(C8N6C)(C(=O)OC)O)OC(=O)C)CC)OC)C(=O)OC.C(C(C(=O)O)O)(C(=O)O)O. Drug 2: CC1=C2C(C(=O)C3(C(CC4C(C3C(C(C2(C)C)(CC1OC(=O)C(C(C5=CC=CC=C5)NC(=O)C6=CC=CC=C6)O)O)OC(=O)C7=CC=CC=C7)(CO4)OC(=O)C)O)C)OC(=O)C. Cell line: OVCAR-8. Synergy scores: CSS=64.3, Synergy_ZIP=-0.583, Synergy_Bliss=1.52, Synergy_Loewe=3.30, Synergy_HSA=3.36.